This data is from Full USPTO retrosynthesis dataset with 1.9M reactions from patents (1976-2016). The task is: Predict the reactants needed to synthesize the given product. (1) Given the product [CH2:8]([N:10]([CH:26]1[CH2:31][CH2:30][N:29]([CH3:2])[CH2:28][CH2:27]1)[C:11]1[C:12]([CH3:25])=[C:13]([CH:18]=[C:19]([C:21]([F:24])([F:23])[F:22])[CH:20]=1)[C:14]([O:16][CH3:17])=[O:15])[CH3:9], predict the reactants needed to synthesize it. The reactants are: O[C:2](C(F)(F)F)=O.[CH2:8]([N:10]([CH:26]1[CH2:31][CH2:30][NH:29][CH2:28][CH2:27]1)[C:11]1[C:12]([CH3:25])=[C:13]([CH:18]=[C:19]([C:21]([F:24])([F:23])[F:22])[CH:20]=1)[C:14]([O:16][CH3:17])=[O:15])[CH3:9].C=O.C(O[BH-](OC(=O)C)OC(=O)C)(=O)C.[Na+].C([O-])(O)=O.[Na+]. (2) Given the product [C:1]([NH:4][C:5]1[CH:6]=[C:7]([CH:8]=[CH:21][C:22]([OH:24])=[O:23])[CH:10]=[CH:11][C:12]=1[CH3:13])(=[O:3])[CH3:2], predict the reactants needed to synthesize it. The reactants are: [C:1]([NH:4][C:5]1[CH:6]=[C:7]([CH:10]=[CH:11][C:12]=1[CH3:13])[CH:8]=O)(=[O:3])[CH3:2].N1CCCCC1.C(O)(=O)[CH2:21][C:22]([OH:24])=[O:23].O=P12OP3(OP(OP(O3)(O1)=O)(=O)O2)=O. (3) Given the product [OH:4][C:5]1[C:6]([O:16][CH3:17])=[C:7]([N+:13]([O-:15])=[O:14])[CH:8]=[CH:9][C:10]=1[CH:11]=[O:12], predict the reactants needed to synthesize it. The reactants are: C([O:4][C:5]1[C:10]([CH:11]=[O:12])=[CH:9][CH:8]=[C:7]([N+:13]([O-:15])=[O:14])[C:6]=1[O:16][CH3:17])(=O)C.[OH-].[Na+].Cl. (4) Given the product [F:1][C:2]1[CH:3]=[C:4]([CH:29]=[C:30]([N:32]2[CH2:37][CH2:36][CH2:35][CH2:34][CH2:33]2)[CH:31]=1)[C:5]([NH:7][C:8]1[C:17]2[C:12](=[CH:13][CH:14]=[CH:15][CH:16]=2)[C:11]([O:18][C:19]2[CH:24]=[CH:23][N:22]=[C:21]([N:38]3[CH2:43][CH2:42][CH:41]([CH2:44][OH:45])[CH2:40][CH2:39]3)[N:20]=2)=[CH:10][CH:9]=1)=[O:6], predict the reactants needed to synthesize it. The reactants are: [F:1][C:2]1[CH:3]=[C:4]([CH:29]=[C:30]([N:32]2[CH2:37][CH2:36][CH2:35][CH2:34][CH2:33]2)[CH:31]=1)[C:5]([NH:7][C:8]1[C:17]2[C:12](=[CH:13][CH:14]=[CH:15][CH:16]=2)[C:11]([O:18][C:19]2[CH:24]=[CH:23][N:22]=[C:21](S(C)(=O)=O)[N:20]=2)=[CH:10][CH:9]=1)=[O:6].[NH:38]1[CH2:43][CH2:42][CH:41]([CH2:44][OH:45])[CH2:40][CH2:39]1. (5) Given the product [OH:10][C:7]1[CH:6]=[CH:5][C:4]([C:2]([C:11]2[CH:16]=[CH:15][C:14]([OH:17])=[CH:13][CH:12]=2)([CH3:3])[CH3:1])=[CH:9][CH:8]=1.[C:18]1([OH:24])[CH:23]=[CH:22][CH:21]=[CH:20][CH:19]=1, predict the reactants needed to synthesize it. The reactants are: [CH3:1][C:2]([C:11]1[CH:12]=[CH:13][C:14]([OH:17])=[CH:15][CH:16]=1)([C:4]1[CH:5]=[CH:6][C:7]([OH:10])=[CH:8][CH:9]=1)[CH3:3].[C:18]1([OH:24])[CH:23]=[CH:22][CH:21]=[CH:20][CH:19]=1. (6) Given the product [Cl:18][C:12]1[CH:13]=[CH:14][CH:15]=[C:16]([Cl:17])[C:11]=1[C:9]1[S:8][C:7]2[C:2]([NH:19][C:20]3[N:25]=[CH:24][N:23]=[C:22]([C:26]#[N:27])[CH:21]=3)=[N:3][CH:4]=[CH:5][C:6]=2[N:10]=1, predict the reactants needed to synthesize it. The reactants are: Br[C:2]1[C:7]2[S:8][C:9]([C:11]3[C:16]([Cl:17])=[CH:15][CH:14]=[CH:13][C:12]=3[Cl:18])=[N:10][C:6]=2[CH:5]=[CH:4][N:3]=1.[NH2:19][C:20]1[N:25]=[CH:24][N:23]=[C:22]([C:26]#[N:27])[CH:21]=1.CC1(C)C2C(=C(P(C3C=CC=CC=3)C3C=CC=CC=3)C=CC=2)OC2C(P(C3C=CC=CC=3)C3C=CC=CC=3)=CC=CC1=2.C([O-])([O-])=O.[Cs+].[Cs+].